From a dataset of Full USPTO retrosynthesis dataset with 1.9M reactions from patents (1976-2016). Predict the reactants needed to synthesize the given product. (1) Given the product [Cl:1][CH2:2][C:3](=[O:9])[CH2:4][C:5]([O:7][CH2:8][CH2:10][CH3:11])=[O:6], predict the reactants needed to synthesize it. The reactants are: [Cl:1][CH2:2][C:3](=[O:9])[CH2:4][C:5]([O:7][CH3:8])=[O:6].[CH2:10](O)[CH2:11]C. (2) The reactants are: [I:1][C:2]1[CH:6]=[CH:5][NH:4][N:3]=1.[H-].[Na+].[Cl:9][C:10]1[CH:15]=[CH:14][C:13](F)=[CH:12][CH:11]=1. Given the product [Cl:9][C:10]1[CH:15]=[CH:14][C:13]([N:4]2[CH:5]=[CH:6][C:2]([I:1])=[N:3]2)=[CH:12][CH:11]=1, predict the reactants needed to synthesize it. (3) Given the product [C:43]([OH:48])(=[O:47])[C:44]([OH:46])=[O:45].[Cl:1][C:2]1[C:34]([O:35][C:36]([C:39]#[N:40])([CH3:38])[CH3:37])=[CH:33][CH:32]=[CH:31][C:3]=1[C:4]([NH:6][C:7]1[CH:12]=[C:11]([N:13]([C:15]2[N:20]=[C:19]3[S:21][C:22]([NH:24][C:25]([CH:27]4[CH2:29][CH2:28]4)=[O:26])=[N:23][C:18]3=[CH:17][CH:16]=2)[CH3:14])[CH:10]=[CH:9][C:8]=1[F:30])=[O:5], predict the reactants needed to synthesize it. The reactants are: [Cl:1][C:2]1[C:34]([O:35][C:36]([C:39]#[N:40])([CH3:38])[CH3:37])=[CH:33][CH:32]=[CH:31][C:3]=1[C:4]([NH:6][C:7]1[CH:12]=[C:11]([N:13]([C:15]2[N:20]=[C:19]3[S:21][C:22]([NH:24][C:25]([CH:27]4[CH2:29][CH2:28]4)=[O:26])=[N:23][C:18]3=[CH:17][CH:16]=2)[CH3:14])[CH:10]=[CH:9][C:8]=1[F:30])=[O:5].O.O.[C:43]([OH:48])(=[O:47])[C:44]([OH:46])=[O:45].CCCCCCC. (4) Given the product [CH:24]1([NH:27][C:19](=[O:21])[C:18]2[CH:22]=[CH:23][C:15]([NH:14][CH2:13][C:3]3[C:4]([C:7]4[CH:8]=[CH:9][CH:10]=[CH:11][CH:12]=4)=[N:5][O:6][C:2]=3[CH3:1])=[N:16][CH:17]=2)[CH2:26][CH2:25]1, predict the reactants needed to synthesize it. The reactants are: [CH3:1][C:2]1[O:6][N:5]=[C:4]([C:7]2[CH:12]=[CH:11][CH:10]=[CH:9][CH:8]=2)[C:3]=1[CH2:13][NH:14][C:15]1[CH:23]=[CH:22][C:18]([C:19]([OH:21])=O)=[CH:17][N:16]=1.[CH:24]1([NH2:27])[CH2:26][CH2:25]1.